This data is from Reaction yield outcomes from USPTO patents with 853,638 reactions. The task is: Predict the reaction yield, written as a fraction of the theoretical maximum amount of product (1.0 means a 100% yield; for example, 0.34 means a 34% yield). (1) The reactants are [S:1]1[CH:5]=[CH:4][CH:3]=[C:2]1[CH2:6][CH2:7][OH:8].[CH2:9]=O.[Br-].[Mg+2].[Br-]. The catalyst is C(#N)C. The product is [S:1]1[C:2]2[CH2:6][CH2:7][O:8][CH2:9][C:3]=2[CH:4]=[CH:5]1. The yield is 0.430. (2) The reactants are I[C:2]1[C:3]2[C:8]([C:9]([C:16]3[CH:21]=[CH:20][CH:19]=[CH:18][CH:17]=3)=[C:10]3[C:15]=1[CH:14]=[CH:13][CH:12]=[CH:11]3)=[CH:7][CH:6]=[CH:5][CH:4]=2.[Br:22][C:23]1[CH:28]=[CH:27][C:26](B(O)O)=[CH:25][CH:24]=1.C(=O)([O-])[O-].[K+].[K+]. The catalyst is C1C=CC([P]([Pd]([P](C2C=CC=CC=2)(C2C=CC=CC=2)C2C=CC=CC=2)([P](C2C=CC=CC=2)(C2C=CC=CC=2)C2C=CC=CC=2)[P](C2C=CC=CC=2)(C2C=CC=CC=2)C2C=CC=CC=2)(C2C=CC=CC=2)C2C=CC=CC=2)=CC=1.C1(C)C=CC=CC=1. The product is [C:16]1([C:9]2[C:10]3[C:15]([C:2]([C:26]4[CH:27]=[CH:28][C:23]([Br:22])=[CH:24][CH:25]=4)=[C:3]4[C:8]=2[CH:7]=[CH:6][CH:5]=[CH:4]4)=[CH:14][CH:13]=[CH:12][CH:11]=3)[CH:17]=[CH:18][CH:19]=[CH:20][CH:21]=1. The yield is 0.450. (3) The reactants are [CH2:1]([C:5]1[CH:10]=[CH:9][C:8]([C:11]#[C:12][C:13]2[CH:39]=[CH:38][C:16]([C:17]([N:19]([CH2:26][C:27]3[CH:28]=[CH:29][C:30]([F:37])=[C:31]([CH:36]=3)[C:32]([O:34]C)=[O:33])[CH2:20][CH2:21][CH2:22][CH2:23][CH2:24][CH3:25])=[O:18])=[CH:15][CH:14]=2)=[CH:7][CH:6]=1)[CH2:2][CH2:3][CH3:4].[H-].[OH-].[Li+].O.Cl. The catalyst is C1COCC1. The product is [CH2:1]([C:5]1[CH:6]=[CH:7][C:8]([C:11]#[C:12][C:13]2[CH:39]=[CH:38][C:16]([C:17]([N:19]([CH2:26][C:27]3[CH:28]=[CH:29][C:30]([F:37])=[C:31]([CH:36]=3)[C:32]([OH:34])=[O:33])[CH2:20][CH2:21][CH2:22][CH2:23][CH2:24][CH3:25])=[O:18])=[CH:15][CH:14]=2)=[CH:9][CH:10]=1)[CH2:2][CH2:3][CH3:4]. The yield is 0.930. (4) The reactants are [F:1][C:2]1[CH:3]=[C:4]([OH:9])[CH:5]=[C:6]([F:8])[CH:7]=1.CN1C(=O)CCC1.C(=O)([O-])[O-].[Cs+].[Cs+].CC(C)(C(=O)CC(=O)C(C)(C)C)C.Br[C:37]1[CH:38]=[C:39]([CH:42]=[C:43]([O:45][CH:46]([CH3:50])[CH2:47][O:48][CH3:49])[CH:44]=1)[C:40]#[N:41]. No catalyst specified. The product is [F:1][C:2]1[CH:3]=[C:4]([CH:5]=[C:6]([F:8])[CH:7]=1)[O:9][C:37]1[CH:38]=[C:39]([CH:42]=[C:43]([O:45][CH:46]([CH3:50])[CH2:47][O:48][CH3:49])[CH:44]=1)[C:40]#[N:41]. The yield is 0.630.